This data is from Forward reaction prediction with 1.9M reactions from USPTO patents (1976-2016). The task is: Predict the product of the given reaction. (1) Given the reactants C([O:3][C:4](=[O:41])[CH:5]([O:38][CH2:39][CH3:40])[CH2:6][C:7]1[CH:12]=[CH:11][C:10]([O:13][CH:14]([C:21]2[S:25][C:24]([C:26]3[CH:31]=[CH:30][C:29]([C:32]([F:35])([F:34])[F:33])=[CH:28][CH:27]=3)=[N:23][C:22]=2[CH3:36])[C:15]2[CH:20]=[CH:19][CH:18]=[CH:17][CH:16]=2)=[CH:9][C:8]=1[CH3:37])C.[Li+].[OH-], predict the reaction product. The product is: [CH2:39]([O:38][CH:5]([CH2:6][C:7]1[CH:12]=[CH:11][C:10]([O:13][CH:14]([C:21]2[S:25][C:24]([C:26]3[CH:31]=[CH:30][C:29]([C:32]([F:33])([F:34])[F:35])=[CH:28][CH:27]=3)=[N:23][C:22]=2[CH3:36])[C:15]2[CH:16]=[CH:17][CH:18]=[CH:19][CH:20]=2)=[CH:9][C:8]=1[CH3:37])[C:4]([OH:41])=[O:3])[CH3:40]. (2) Given the reactants Cl.[CH3:2][O:3][C:4]1[CH:9]=[CH:8][C:7]([NH:10]N)=[CH:6][CH:5]=1.[CH2:12]([O:14][C:15](=[O:23])[CH2:16][C:17](=O)[CH2:18][S:19][CH2:20][CH3:21])[CH3:13], predict the reaction product. The product is: [CH2:12]([O:14][C:15](=[O:23])[CH2:16][C:17]1[NH:10][C:7]2[C:8]([C:18]=1[S:19][CH2:20][CH3:21])=[CH:9][C:4]([O:3][CH3:2])=[CH:5][CH:6]=2)[CH3:13]. (3) The product is: [Cl:59][C:54]1[CH:55]=[CH:56][CH:57]=[CH:58][C:53]=1[CH2:52][N:41]1[C:42]2[C:47](=[O:48])[N:46]([CH3:49])[C:45](=[O:50])[N:44]([CH3:51])[C:43]=2[C:39]([C:32]2[CH:33]=[CH:34][C:29]([O:28][CH3:27])=[CH:30][CH:31]=2)=[C:40]1[N:60]1[CH2:65][CH2:64][CH2:63][C@@H:62]([NH:66][C:67](=[O:73])[O:68][C:69]([CH3:71])([CH3:72])[CH3:70])[CH2:61]1. Given the reactants F[B-](F)(F)F.C([PH+](C(C)(C)C)C(C)(C)C)(C)(C)C.P([O-])([O-])([O-])=O.[K+].[K+].[K+].[CH3:27][O:28][C:29]1[CH:34]=[CH:33][C:32](B(O)O)=[CH:31][CH:30]=1.Br[C:39]1[C:43]2[N:44]([CH3:51])[C:45](=[O:50])[N:46]([CH3:49])[C:47](=[O:48])[C:42]=2[N:41]([CH2:52][C:53]2[CH:58]=[CH:57][CH:56]=[CH:55][C:54]=2[Cl:59])[C:40]=1[N:60]1[CH2:65][CH2:64][CH2:63][C@@H:62]([NH:66][C:67](=[O:73])[O:68][C:69]([CH3:72])([CH3:71])[CH3:70])[CH2:61]1, predict the reaction product. (4) Given the reactants O1CCCC1.O.Cl.[NH2:8][C@@H:9]1[CH2:13][CH2:12][CH2:11][C@H:10]1[OH:14].[C:15](O[C:15]([O:17][C:18]([CH3:21])([CH3:20])[CH3:19])=[O:16])([O:17][C:18]([CH3:21])([CH3:20])[CH3:19])=[O:16].C(=O)([O-])[O-].[K+].[K+], predict the reaction product. The product is: [OH:14][C@@H:10]1[CH2:11][CH2:12][CH2:13][C@H:9]1[NH:8][C:15](=[O:16])[O:17][C:18]([CH3:21])([CH3:20])[CH3:19].